This data is from Forward reaction prediction with 1.9M reactions from USPTO patents (1976-2016). The task is: Predict the product of the given reaction. (1) Given the reactants C(OC(=O)[NH:7][C:8]1[CH:13]=[C:12]([N:14]([CH3:16])[CH3:15])[C:11]([C:17]([F:20])([F:19])[F:18])=[CH:10][C:9]=1[NH:21][C:22](=[O:46])[CH2:23][C:24](=O)[C:25]1[CH:30]=[CH:29][CH:28]=[C:27]([C:31]2[N:32]([CH2:36][CH2:37][O:38]C3CCCCO3)[N:33]=[CH:34][CH:35]=2)[CH:26]=1)(C)(C)C.C(O)(C(F)(F)F)=O, predict the reaction product. The product is: [CH3:16][N:14]([CH3:15])[C:12]1[C:11]([C:17]([F:20])([F:19])[F:18])=[CH:10][C:9]2[NH:21][C:22](=[O:46])[CH2:23][C:24]([C:25]3[CH:30]=[CH:29][CH:28]=[C:27]([C:31]4[N:32]([CH2:36][CH2:37][OH:38])[N:33]=[CH:34][CH:35]=4)[CH:26]=3)=[N:7][C:8]=2[CH:13]=1. (2) The product is: [CH2:1]([P:3]([O:4][CH2:5][CH2:6][CH2:7][CH3:8])([CH2:10][C:11]([OH:15])=[O:12])=[O:9])[CH3:2]. Given the reactants [CH2:1]([P:3]([CH2:10][CH2:11][OH:12])(=[O:9])[O:4][CH2:5][CH2:6][CH2:7][CH3:8])[CH3:2].CC(C)=[O:15].OS(O)(=O)=O.O=[Cr](=O)=O.C(O)(C)C, predict the reaction product. (3) Given the reactants [C:1]([C:5]1[CH:13]=[C:12]2[C:8]([CH2:9][CH:10]([CH2:15][CH:16]([CH3:18])[CH3:17])[C:11]2=O)=[CH:7][C:6]=1[O:19][CH3:20])([CH3:4])([CH3:3])[CH3:2].C([C:25]1[CH:30]=[CH:29][CH:28]=[CH:27][C:26]=1OC)(C)(C)C.C(C(=C)C(O)=O)C(C)C.C1(=O)C2C(=CC=CC=2)CC1, predict the reaction product. The product is: [C:1]([C:5]1[CH:13]=[C:12]2[C:8](=[C:7]([C:25]3[CH:30]=[CH:29][CH:28]=[CH:27][CH:26]=3)[C:6]=1[O:19][CH3:20])[CH2:9][C:10]([CH2:15][CH:16]([CH3:18])[CH3:17])=[CH:11]2)([CH3:3])([CH3:2])[CH3:4]. (4) Given the reactants [Cl:1][C:2]1[CH:7]=[C:6]([C:8]([F:11])([F:10])[F:9])[CH:5]=[CH:4][C:3]=1[C:12]#[C:13][C:14]([OH:16])=O.[CH3:17][O:18][C:19]1[CH:32]=[C:31]([NH2:33])[CH:30]=[CH:29][C:20]=1[O:21][CH2:22][CH2:23][N:24]([CH2:27][CH3:28])[CH2:25][CH3:26], predict the reaction product. The product is: [ClH:1].[CH3:17][O:18][C:19]1[CH:32]=[C:31]([NH:33][C:14](=[O:16])[C:13]#[C:12][C:3]2[CH:4]=[CH:5][C:6]([C:8]([F:9])([F:10])[F:11])=[CH:7][C:2]=2[Cl:1])[CH:30]=[CH:29][C:20]=1[O:21][CH2:22][CH2:23][N:24]([CH2:27][CH3:28])[CH2:25][CH3:26]. (5) Given the reactants [CH3:1][C:2]1([CH3:32])[C@@H:5]([C:6]2[N:10]3[C:11]4[CH:17]=[CH:16][N:15]([S:18]([C:21]5[CH:27]=[CH:26][C:24]([CH3:25])=[CH:23][CH:22]=5)(=[O:20])=[O:19])[C:12]=4[N:13]=[CH:14][C:9]3=[N:8][N:7]=2)[CH2:4][C@H:3]1[NH:28]C(=O)C.C(N[C@@H]1C[C@H](C(O)=O)C1(C)C)(=O)C.CCN(C(C)C)C(C)C.Cl, predict the reaction product. The product is: [CH3:1][C:2]1([CH3:32])[C@@H:5]([C:6]2[N:10]3[C:11]4[CH:17]=[CH:16][N:15]([S:18]([C:21]5[CH:22]=[CH:23][C:24]([CH3:25])=[CH:26][CH:27]=5)(=[O:20])=[O:19])[C:12]=4[N:13]=[CH:14][C:9]3=[N:8][N:7]=2)[CH2:4][C@H:3]1[NH2:28]. (6) The product is: [Cl:20][C:11]1[NH:10][C:9]2[CH:14]=[CH:15][C:6]([S:3]([C:2]([F:17])([F:16])[F:1])(=[O:5])=[O:4])=[CH:7][C:8]=2[N:12]=1. Given the reactants [F:1][C:2]([F:17])([F:16])[S:3]([C:6]1[CH:15]=[CH:14][C:9]2[NH:10][C:11](=O)[NH:12][C:8]=2[CH:7]=1)(=[O:5])=[O:4].O=P(Cl)(Cl)[Cl:20], predict the reaction product.